From a dataset of Peptide-MHC class II binding affinity with 134,281 pairs from IEDB. Regression. Given a peptide amino acid sequence and an MHC pseudo amino acid sequence, predict their binding affinity value. This is MHC class II binding data. (1) The peptide sequence is EKKYFAATQFEPHAA. The MHC is DRB1_1602 with pseudo-sequence DRB1_1602. The binding affinity (normalized) is 0.437. (2) The peptide sequence is GEPGLPGARGLTGRPGD. The MHC is HLA-DQA10302-DQB10401 with pseudo-sequence HLA-DQA10303-DQB10402. The binding affinity (normalized) is 0. (3) The peptide sequence is GWLSCLSITWTLIKNMEK. The MHC is DRB3_0101 with pseudo-sequence DRB3_0101. The binding affinity (normalized) is 0.246. (4) The MHC is H-2-IAb with pseudo-sequence H-2-IAb. The binding affinity (normalized) is 0.0293. The peptide sequence is QRILRKSKRNDGDLD.